Task: Predict the product of the given reaction.. Dataset: Forward reaction prediction with 1.9M reactions from USPTO patents (1976-2016) (1) Given the reactants [C:1]([C:5]1[CH:10]=[CH:9][C:8]([N:11]2[C:19]3[C:14](=[CH:15][CH:16]=[CH:17][CH:18]=3)[C:13]([CH:20]=[O:21])=[C:12]2Cl)=[CH:7][CH:6]=1)([CH3:4])([CH3:3])[CH3:2].[CH3:23][N:24]([CH3:29])[CH2:25][CH2:26][NH:27][CH3:28], predict the reaction product. The product is: [C:1]([C:5]1[CH:10]=[CH:9][C:8]([N:11]2[C:19]3[C:14](=[CH:15][CH:16]=[CH:17][CH:18]=3)[C:13]([CH:20]=[O:21])=[C:12]2[N:27]([CH2:26][CH2:25][N:24]([CH3:29])[CH3:23])[CH3:28])=[CH:7][CH:6]=1)([CH3:4])([CH3:3])[CH3:2]. (2) The product is: [Cl:12][C:10]1[C:9]2[C:4](=[CH:5][CH:6]=[CH:7][CH:8]=2)[N:3]=[C:2]([C:15]2[CH:16]=[CH:17][CH:18]=[CH:19][C:14]=2[OH:13])[CH:11]=1. Given the reactants Cl[C:2]1[CH:11]=[C:10]([Cl:12])[C:9]2[C:4](=[CH:5][CH:6]=[CH:7][CH:8]=2)[N:3]=1.[OH:13][C:14]1[CH:19]=[CH:18][CH:17]=[CH:16][C:15]=1B(O)O.C(=O)([O-])[O-].[Na+].[Na+].C1(C)C=CC=CC=1, predict the reaction product. (3) Given the reactants P(=O)(O)(O)O.C(OC([NH:13][CH:14]1[CH2:17][N:16]([C:18]2[S:19][C:20]3[CH:26]=[C:25]([C:27]([O:29][CH2:30][CH3:31])=[O:28])[CH:24]=[CH:23][C:21]=3[N:22]=2)[CH2:15]1)=O)(C)(C)C.C1COCC1.O, predict the reaction product. The product is: [NH2:13][CH:14]1[CH2:17][N:16]([C:18]2[S:19][C:20]3[CH:26]=[C:25]([C:27]([O:29][CH2:30][CH3:31])=[O:28])[CH:24]=[CH:23][C:21]=3[N:22]=2)[CH2:15]1. (4) The product is: [C:33]([NH:1][C@H:2]1[CH2:7][CH2:6][C@H:5]([NH:8][C:9]([C:11]2[C:15]3[N:16]=[CH:17][N:18]=[C:19]([C:20]4[CH:25]=[CH:24][C:23]([O:26][CH3:27])=[CH:22][C:21]=4[O:28][CH2:29][CH:30]4[CH2:31][CH2:32]4)[C:14]=3[NH:13][CH:12]=2)=[O:10])[CH2:4][CH2:3]1)(=[O:35])[CH3:34]. Given the reactants [NH2:1][C@H:2]1[CH2:7][CH2:6][C@H:5]([NH:8][C:9]([C:11]2[C:15]3[N:16]=[CH:17][N:18]=[C:19]([C:20]4[CH:25]=[CH:24][C:23]([O:26][CH3:27])=[CH:22][C:21]=4[O:28][CH2:29][CH:30]4[CH2:32][CH2:31]4)[C:14]=3[NH:13][CH:12]=2)=[O:10])[CH2:4][CH2:3]1.[C:33](Cl)(=[O:35])[CH3:34], predict the reaction product. (5) Given the reactants [NH2:1][C:2]1[N:3]=[C:4]([Cl:27])[C:5]2[C:10]([C:11]#[C:12][CH2:13][CH2:14][OH:15])=[CH:9][N:8]([CH2:16][C:17]3[C:22]([CH3:23])=[C:21]([O:24][CH3:25])[C:20]([CH3:26])=[CH:19][N:18]=3)[C:6]=2[N:7]=1.C([NH:35][C@H:36]([C:38](O)=[O:39])[CH3:37])(OC(C)(C)C)=O.CCN=C=NCCCN(C)C.C(O)(C(F)(F)F)=O, predict the reaction product. The product is: [NH2:35][C@@H:36]([CH3:37])[C:38]([O:15][CH2:14][CH2:13][C:12]#[C:11][C:10]1[C:5]2[C:4]([Cl:27])=[N:3][C:2]([NH2:1])=[N:7][C:6]=2[N:8]([CH2:16][C:17]2[C:22]([CH3:23])=[C:21]([O:24][CH3:25])[C:20]([CH3:26])=[CH:19][N:18]=2)[CH:9]=1)=[O:39]. (6) Given the reactants [NH2:1][C:2]1[CH:7]=[CH:6][CH:5]=[CH:4][C:3]=1[NH:8][C:9]1[N:17]=[C:16]2[C:12]([N:13]=[C:14]([CH2:19][N:20]3[CH2:25][CH2:24][CH:23]([C:26]([OH:29])([CH3:28])[CH3:27])[CH2:22][CH2:21]3)[N:15]2[CH3:18])=[C:11]([N:30]2[CH2:35][CH2:34][O:33][CH2:32][CH2:31]2)[N:10]=1.[CH3:36][O:37][C:38](OC)(OC)OC, predict the reaction product. The product is: [CH3:36][O:37][C:38]1[N:8]([C:9]2[N:17]=[C:16]3[C:12]([N:13]=[C:14]([CH2:19][N:20]4[CH2:21][CH2:22][CH:23]([C:26]([OH:29])([CH3:28])[CH3:27])[CH2:24][CH2:25]4)[N:15]3[CH3:18])=[C:11]([N:30]3[CH2:31][CH2:32][O:33][CH2:34][CH2:35]3)[N:10]=2)[C:3]2[CH:4]=[CH:5][CH:6]=[CH:7][C:2]=2[N:1]=1. (7) Given the reactants [Br:1][CH2:2][CH2:3]Br.C(=O)([O-])[O-].[K+].[K+].[N+:11]([C:14]1[CH:19]=[CH:18][C:17]([SH:20])=[CH:16][CH:15]=1)([O-:13])=[O:12], predict the reaction product. The product is: [Br:1][CH2:2][CH2:3][S:20][C:17]1[CH:18]=[CH:19][C:14]([N+:11]([O-:13])=[O:12])=[CH:15][CH:16]=1.